This data is from Forward reaction prediction with 1.9M reactions from USPTO patents (1976-2016). The task is: Predict the product of the given reaction. (1) Given the reactants [C:1]1([C:7]2[S:15][C:14]3[C:13](=[O:16])[O:12][C:11](=[O:17])[NH:10][C:9]=3[CH:8]=2)[CH:6]=[CH:5][CH:4]=[CH:3][CH:2]=1.C(=O)([O-])[O-].[Na+].[Na+].[CH2:24](Br)[C:25]1[CH:30]=[CH:29][CH:28]=[CH:27][CH:26]=1, predict the reaction product. The product is: [CH2:24]([N:10]1[C:9]2[CH:8]=[C:7]([C:1]3[CH:2]=[CH:3][CH:4]=[CH:5][CH:6]=3)[S:15][C:14]=2[C:13](=[O:16])[O:12][C:11]1=[O:17])[C:25]1[CH:30]=[CH:29][CH:28]=[CH:27][CH:26]=1. (2) Given the reactants [CH2:1]([O:3][C:4]([C:6]1[C:15](=[O:16])[C:14]2[C:9](=[CH:10][C:11](Br)=[C:12]([CH2:17][N:18]([CH2:20][C:21]3[CH:26]=[CH:25][CH:24]=[CH:23][CH:22]=3)[CH3:19])[CH:13]=2)[N:8]([CH2:28][C:29]2[C:34]([F:35])=[CH:33][CH:32]=[CH:31][C:30]=2[F:36])[CH:7]=1)=[O:5])[CH3:2].[S:37]1[CH:41]=[CH:40][C:39](B(O)O)=[CH:38]1, predict the reaction product. The product is: [CH2:1]([O:3][C:4]([C:6]1[C:15](=[O:16])[C:14]2[C:9](=[CH:10][C:11]([C:39]3[CH:40]=[CH:41][S:37][CH:38]=3)=[C:12]([CH2:17][N:18]([CH2:20][C:21]3[CH:26]=[CH:25][CH:24]=[CH:23][CH:22]=3)[CH3:19])[CH:13]=2)[N:8]([CH2:28][C:29]2[C:34]([F:35])=[CH:33][CH:32]=[CH:31][C:30]=2[F:36])[CH:7]=1)=[O:5])[CH3:2]. (3) Given the reactants N[C:2]1[CH:3]=[C:4]([C:10](=[O:12])[CH3:11])[CH:5]=[CH:6][C:7]=1[CH2:8][CH3:9].S(=O)(=O)(O)[OH:14].N([O-])=O.[Na+].NC(N)=O, predict the reaction product. The product is: [CH2:8]([C:7]1[CH:6]=[CH:5][C:4]([C:10](=[O:12])[CH3:11])=[CH:3][C:2]=1[OH:14])[CH3:9]. (4) Given the reactants [Br:1][C:2]1[CH:3]=[C:4]([CH:6]=[CH:7][C:8]=1[CH3:9])[NH2:5].Cl[C:11]1[CH:16]=[CH:15][CH:14]=[CH:13][N:12]=1, predict the reaction product. The product is: [Br:1][C:2]1[CH:3]=[C:4]([NH:5][C:11]2[CH:16]=[CH:15][CH:14]=[CH:13][N:12]=2)[CH:6]=[CH:7][C:8]=1[CH3:9]. (5) The product is: [CH3:1][C:2]1[N:3]([C:7]2[CH:12]=[CH:11][C:10]([NH2:13])=[CH:9][CH:8]=2)[CH:4]=[CH:5][N:6]=1. Given the reactants [CH3:1][C:2]1[N:3]([C:7]2[CH:12]=[CH:11][C:10]([N+:13]([O-])=O)=[CH:9][CH:8]=2)[CH:4]=[CH:5][N:6]=1, predict the reaction product. (6) Given the reactants C(O[C:4]1[C:5](=[O:16])[C:6](=[O:15])[C:7]=1[NH:8][C:9]1[CH:10]=[N:11][CH:12]=[CH:13][CH:14]=1)C.[Cl:17][C:18]1[CH:33]=[CH:32][C:21]([O:22][CH2:23][C:24]2[CH:25]=[C:26]([CH:29]=[CH:30][CH:31]=2)[CH2:27][NH2:28])=[CH:20][CH:19]=1, predict the reaction product. The product is: [Cl:17][C:18]1[CH:19]=[CH:20][C:21]([O:22][CH2:23][C:24]2[CH:25]=[C:26]([CH:29]=[CH:30][CH:31]=2)[CH2:27][NH:28][C:4]2[C:5](=[O:16])[C:6](=[O:15])[C:7]=2[NH:8][C:9]2[CH:10]=[N:11][CH:12]=[CH:13][CH:14]=2)=[CH:32][CH:33]=1. (7) Given the reactants Cl[C:2]1[CH:7]=[CH:6][N:5]=[C:4]([CH2:8][CH3:9])[C:3]=1[C:10]#[C:11][C:12]1[CH:13]=[CH:14][C:15]([NH2:18])=[N:16][CH:17]=1.[CH3:19][C:20]1[CH:25]=[C:24](B(O)O)[CH:23]=[C:22]([CH3:29])[N:21]=1.CC(C1C=C(C(C)C)C(C2C=CC=CC=2P(C2CCCCC2)C2CCCCC2)=C(C(C)C)C=1)C.[O-]P([O-])([O-])=O.[K+].[K+].[K+], predict the reaction product. The product is: [CH2:8]([C:4]1[C:3]([C:10]#[C:11][C:12]2[CH:13]=[CH:14][C:15]([NH2:18])=[N:16][CH:17]=2)=[C:2]([C:24]2[CH:23]=[C:22]([CH3:29])[N:21]=[C:20]([CH3:19])[CH:25]=2)[CH:7]=[CH:6][N:5]=1)[CH3:9]. (8) Given the reactants [C:1]1([NH:7][C:8]([NH2:10])=[O:9])[CH:6]=[CH:5][CH:4]=[CH:3][CH:2]=1.Cl[C:12]([S:14]Cl)=[O:13], predict the reaction product. The product is: [C:1]1([N:7]2[C:8](=[O:9])[NH:10][C:12](=[O:13])[S:14]2)[CH:6]=[CH:5][CH:4]=[CH:3][CH:2]=1. (9) Given the reactants [C:1]1([S:7]([N:10]2[C:14]3[CH:15]=[N:16][C:17]([C:26]#[N:27])=[C:18]([O:19][CH:20]4[CH2:25][CH2:24][NH:23][CH2:22][CH2:21]4)[C:13]=3[C:12]3[CH:28]=[C:29]([Br:32])[CH:30]=[N:31][C:11]2=3)(=[O:9])=[O:8])[CH:6]=[CH:5][CH:4]=[CH:3][CH:2]=1.FC(F)(F)S(O[CH2:39][CH:40]([F:42])[F:41])(=O)=O.CCN(C(C)C)C(C)C, predict the reaction product. The product is: [C:1]1([S:7]([N:10]2[C:14]3[CH:15]=[N:16][C:17]([C:26]#[N:27])=[C:18]([O:19][CH:20]4[CH2:25][CH2:24][N:23]([CH2:39][CH:40]([F:42])[F:41])[CH2:22][CH2:21]4)[C:13]=3[C:12]3[CH:28]=[C:29]([Br:32])[CH:30]=[N:31][C:11]2=3)(=[O:8])=[O:9])[CH:2]=[CH:3][CH:4]=[CH:5][CH:6]=1. (10) Given the reactants [Cl:1][C:2]1[CH:3]=[C:4]([C@@H:12]([CH2:22][CH:23]2[CH2:27][CH2:26][CH2:25][CH2:24]2)[C:13]([NH:15][C:16]2[CH:20]=[CH:19][N:18]([CH3:21])[N:17]=2)=[O:14])[CH:5]=[CH:6][C:7]=1[S:8]([CH3:11])(=[O:10])=[O:9].C(Cl)(=O)C(Cl)=O.N1[C:39]([CH3:40])=[CH:38]C=CC=1C.C1(CN2C=CC(N)=N2)CC1, predict the reaction product. The product is: [Cl:1][C:2]1[CH:3]=[C:4]([C@@H:12]([CH2:22][CH:23]2[CH2:24][CH2:25][CH2:26][CH2:27]2)[C:13]([NH:15][C:16]2[CH:20]=[CH:19][N:18]([CH2:21][CH:38]3[CH2:39][CH2:40]3)[N:17]=2)=[O:14])[CH:5]=[CH:6][C:7]=1[S:8]([CH3:11])(=[O:10])=[O:9].